Dataset: Forward reaction prediction with 1.9M reactions from USPTO patents (1976-2016). Task: Predict the product of the given reaction. (1) Given the reactants [C:1](/[C:3](/[CH3:11])=[C:4](\[O-])/[C:5]([O:7][CH2:8][CH3:9])=[O:6])#[N:2].[K+].FC(F)(F)C(O)=O.Cl.Cl.[CH2:22]([O:24][C:25]1[CH:33]=[C:32]([F:34])[C:28]([CH2:29][NH:30][NH2:31])=[C:27]([F:35])[CH:26]=1)[CH3:23], predict the reaction product. The product is: [NH2:2][C:1]1[N:30]([CH2:29][C:28]2[C:27]([F:35])=[CH:26][C:25]([O:24][CH2:22][CH3:23])=[CH:33][C:32]=2[F:34])[N:31]=[C:4]([C:5]([O:7][CH2:8][CH3:9])=[O:6])[C:3]=1[CH3:11]. (2) Given the reactants I([O-])(=O)(=O)=[O:2].[Na+].[CH:7]([C:9]1[CH:10]=[CH:11][C:12]2[O:16][CH:15]=[C:14]([CH2:17][CH2:18][NH:19][C:20](=[O:22])[CH3:21])[C:13]=2[CH:23]=1)=C, predict the reaction product. The product is: [CH:7]([C:9]1[CH:10]=[CH:11][C:12]2[O:16][CH:15]=[C:14]([CH2:17][CH2:18][NH:19][C:20](=[O:22])[CH3:21])[C:13]=2[CH:23]=1)=[O:2]. (3) Given the reactants [CH:1]([S:3](N1CC(C2C=CC3C4N=C(C5N(C(C)C)N=CN=5)SC=4CCOC=3C=2)C1)(=[O:5])=[O:4])=[CH2:2].Cl.[F:33][C:34]1([F:38])[CH2:37][NH:36][CH2:35]1, predict the reaction product. The product is: [CH:1]([S:3]([N:36]1[CH2:37][C:34]([F:38])([F:33])[CH2:35]1)(=[O:5])=[O:4])=[CH2:2]. (4) Given the reactants [F:1][C:2]([F:12])([F:11])[O:3][C:4]1[CH:10]=[CH:9][C:7]([NH2:8])=[CH:6][CH:5]=1.[N+:13]([C:16]1[N:17]=[C:18]2[N:23]([CH:24]=1)[CH2:22][CH2:21][C@H:20]([CH2:25][O:26][C:27]1[CH:32]=[CH:31][C:30]([N:33]3[CH2:38][CH2:37][C:36](=O)[CH2:35][CH2:34]3)=[CH:29][CH:28]=1)[O:19]2)([O-:15])=[O:14].C(O[BH-](OC(=O)C)OC(=O)C)(=O)C.[Na+].C(=O)([O-])O.[Na+], predict the reaction product. The product is: [N+:13]([C:16]1[N:17]=[C:18]2[N:23]([CH:24]=1)[CH2:22][CH2:21][C@H:20]([CH2:25][O:26][C:27]1[CH:32]=[CH:31][C:30]([N:33]3[CH2:38][CH2:37][CH:36]([NH:8][C:7]4[CH:9]=[CH:10][C:4]([O:3][C:2]([F:11])([F:12])[F:1])=[CH:5][CH:6]=4)[CH2:35][CH2:34]3)=[CH:29][CH:28]=1)[O:19]2)([O-:15])=[O:14]. (5) Given the reactants [CH:1]([S:3]([CH3:6])(=[O:5])=[O:4])=[CH2:2].Cl.[C:8]([O:12][C:13]([NH:15][CH2:16][CH2:17][NH2:18])=[O:14])([CH3:11])([CH3:10])[CH3:9].C(N(CC)CC)C, predict the reaction product. The product is: [CH3:6][S:3]([CH2:1][CH2:2][N:15]([CH2:16][CH2:17][NH2:18])[C:13]([O:12][C:8]([CH3:9])([CH3:10])[CH3:11])=[O:14])(=[O:5])=[O:4]. (6) Given the reactants [N:1]1[C:10]2[C:5](=[CH:6][CH:7]=[CH:8][CH:9]=2)[CH:4]=[CH:3][C:2]=1[N:11]1[CH2:14][CH:13]([OH:15])[CH2:12]1.C([O-])([O-])=O.[Cs+].[Cs+].[Br:22][C:23]1[CH:24]=[N:25][CH:26]=[CH:27][C:28]=1Cl, predict the reaction product. The product is: [Br:22][C:23]1[CH:24]=[N:25][CH:26]=[CH:27][C:28]=1[O:15][CH:13]1[CH2:12][N:11]([C:2]2[CH:3]=[CH:4][C:5]3[C:10](=[CH:9][CH:8]=[CH:7][CH:6]=3)[N:1]=2)[CH2:14]1. (7) Given the reactants [NH2:1][C:2]1[S:11][C:5]2[CH2:6][N:7]([CH3:10])[CH2:8][CH2:9][C:4]=2[C:3]=1[C:12]([C:14]1[CH:19]=[CH:18][C:17]([CH3:20])=[CH:16][CH:15]=1)=O.O=[C:22]([CH3:33])[CH2:23][CH:24]([CH2:30][CH2:31][CH3:32])[C:25]([O:27][CH2:28][CH3:29])=[O:26].Cl[Si](C)(C)C, predict the reaction product. The product is: [CH3:33][C:22]1[C:23]([CH:24]([CH2:30][CH2:31][CH3:32])[C:25]([O:27][CH2:28][CH3:29])=[O:26])=[C:12]([C:14]2[CH:19]=[CH:18][C:17]([CH3:20])=[CH:16][CH:15]=2)[C:3]2[C:4]3[CH2:9][CH2:8][N:7]([CH3:10])[CH2:6][C:5]=3[S:11][C:2]=2[N:1]=1. (8) Given the reactants [C:1]([O:5][C:6]([N:8]([CH2:35][C@H:36]([OH:43])[C:37]1[CH:42]=[CH:41][CH:40]=[CH:39][CH:38]=1)[CH2:9][CH2:10][CH2:11][C:12]1[CH:17]=[CH:16][C:15]([C:18]2[CH:23]=[CH:22][C:21]([C:24]([O:26]C)=[O:25])=[C:20]([O:28][CH:29]3[CH2:34][CH2:33][CH2:32][CH2:31][CH2:30]3)[CH:19]=2)=[CH:14][CH:13]=1)=[O:7])([CH3:4])([CH3:3])[CH3:2].[OH-].[Na+], predict the reaction product. The product is: [C:1]([O:5][C:6]([N:8]([CH2:35][C@H:36]([OH:43])[C:37]1[CH:42]=[CH:41][CH:40]=[CH:39][CH:38]=1)[CH2:9][CH2:10][CH2:11][C:12]1[CH:13]=[CH:14][C:15]([C:18]2[CH:23]=[CH:22][C:21]([C:24]([OH:26])=[O:25])=[C:20]([O:28][CH:29]3[CH2:34][CH2:33][CH2:32][CH2:31][CH2:30]3)[CH:19]=2)=[CH:16][CH:17]=1)=[O:7])([CH3:4])([CH3:2])[CH3:3].